Dataset: Catalyst prediction with 721,799 reactions and 888 catalyst types from USPTO. Task: Predict which catalyst facilitates the given reaction. Reactant: Br[CH2:2][C:3]1([CH2:7][OH:8])[CH2:6][O:5][CH2:4]1.[CH:9]([NH2:12])([CH3:11])[CH3:10].[OH-].[K+]. Product: [CH:9]([NH:12][CH2:2][C:3]1([CH2:7][OH:8])[CH2:6][O:5][CH2:4]1)([CH3:11])[CH3:10]. The catalyst class is: 32.